Dataset: Forward reaction prediction with 1.9M reactions from USPTO patents (1976-2016). Task: Predict the product of the given reaction. (1) Given the reactants [CH2:1]([N:8]1[C:17](=[O:18])[C:16]2[C:11](=[CH:12][C:13](F)=[CH:14][CH:15]=2)[N:10]=[CH:9]1)[C:2]1[CH:7]=[CH:6][CH:5]=[CH:4][CH:3]=1.[NH2:20][NH2:21], predict the reaction product. The product is: [CH2:1]([N:8]1[C:17](=[O:18])[C:16]2[C:11](=[CH:12][C:13]([NH:20][NH2:21])=[CH:14][CH:15]=2)[N:10]=[CH:9]1)[C:2]1[CH:7]=[CH:6][CH:5]=[CH:4][CH:3]=1. (2) Given the reactants [CH3:1][O:2][C:3]([C:5]1[C:9]([N+:10]([O-])=O)=[CH:8][N:7]([CH:13]2[CH2:18][CH2:17][CH2:16][CH2:15][O:14]2)[N:6]=1)=[O:4].C([O-])=O.[NH4+].O, predict the reaction product. The product is: [CH3:1][O:2][C:3]([C:5]1[C:9]([NH2:10])=[CH:8][N:7]([CH:13]2[CH2:18][CH2:17][CH2:16][CH2:15][O:14]2)[N:6]=1)=[O:4].